Task: Predict the reactants needed to synthesize the given product.. Dataset: Full USPTO retrosynthesis dataset with 1.9M reactions from patents (1976-2016) The reactants are: [NH2:1][C:2]1[CH:11]=[C:10]([C:12]([O:14][CH3:15])=[O:13])[CH:9]=[CH:8][C:3]=1[C:4]([O:6]C)=O.[CH3:16][CH:17]([CH3:21])[CH2:18][C:19]#[N:20].Cl.O. Given the product [CH2:18]([C:19]1[NH:20][C:4](=[O:6])[C:3]2[C:2](=[CH:11][C:10]([C:12]([O:14][CH3:15])=[O:13])=[CH:9][CH:8]=2)[N:1]=1)[CH:17]([CH3:21])[CH3:16], predict the reactants needed to synthesize it.